This data is from NCI-60 drug combinations with 297,098 pairs across 59 cell lines. The task is: Regression. Given two drug SMILES strings and cell line genomic features, predict the synergy score measuring deviation from expected non-interaction effect. (1) Cell line: HCT116. Synergy scores: CSS=39.0, Synergy_ZIP=-9.05, Synergy_Bliss=-11.4, Synergy_Loewe=-7.67, Synergy_HSA=-4.33. Drug 2: CC1C(C(CC(O1)OC2CC(CC3=C2C(=C4C(=C3O)C(=O)C5=CC=CC=C5C4=O)O)(C(=O)C)O)N)O. Drug 1: C1C(C(OC1N2C=C(C(=O)NC2=O)F)CO)O. (2) Drug 1: COC1=CC(=CC(=C1O)OC)C2C3C(COC3=O)C(C4=CC5=C(C=C24)OCO5)OC6C(C(C7C(O6)COC(O7)C8=CC=CS8)O)O. Drug 2: CN1C(=O)N2C=NC(=C2N=N1)C(=O)N. Cell line: OVCAR-5. Synergy scores: CSS=6.06, Synergy_ZIP=-5.59, Synergy_Bliss=-0.126, Synergy_Loewe=-25.8, Synergy_HSA=-3.42. (3) Drug 1: CC1=C(C(CCC1)(C)C)C=CC(=CC=CC(=CC(=O)O)C)C. Drug 2: CC1CCC2CC(C(=CC=CC=CC(CC(C(=O)C(C(C(=CC(C(=O)CC(OC(=O)C3CCCCN3C(=O)C(=O)C1(O2)O)C(C)CC4CCC(C(C4)OC)O)C)C)O)OC)C)C)C)OC. Cell line: UACC62. Synergy scores: CSS=5.69, Synergy_ZIP=-3.49, Synergy_Bliss=-2.44, Synergy_Loewe=-12.6, Synergy_HSA=-1.61. (4) Drug 1: CC(CN1CC(=O)NC(=O)C1)N2CC(=O)NC(=O)C2. Drug 2: B(C(CC(C)C)NC(=O)C(CC1=CC=CC=C1)NC(=O)C2=NC=CN=C2)(O)O. Cell line: PC-3. Synergy scores: CSS=15.7, Synergy_ZIP=-5.56, Synergy_Bliss=-0.188, Synergy_Loewe=0.982, Synergy_HSA=0.915. (5) Drug 1: CS(=O)(=O)C1=CC(=C(C=C1)C(=O)NC2=CC(=C(C=C2)Cl)C3=CC=CC=N3)Cl. Drug 2: CN(C)N=NC1=C(NC=N1)C(=O)N. Cell line: SK-MEL-5. Synergy scores: CSS=1.53, Synergy_ZIP=0.188, Synergy_Bliss=2.87, Synergy_Loewe=-4.34, Synergy_HSA=-1.69. (6) Drug 1: CC1=C2C(C(=O)C3(C(CC4C(C3C(C(C2(C)C)(CC1OC(=O)C(C(C5=CC=CC=C5)NC(=O)C6=CC=CC=C6)O)O)OC(=O)C7=CC=CC=C7)(CO4)OC(=O)C)O)C)OC(=O)C. Drug 2: CCC1=C2CN3C(=CC4=C(C3=O)COC(=O)C4(CC)O)C2=NC5=C1C=C(C=C5)O. Cell line: 786-0. Synergy scores: CSS=19.5, Synergy_ZIP=-8.81, Synergy_Bliss=-4.65, Synergy_Loewe=-14.5, Synergy_HSA=-3.03. (7) Cell line: SK-OV-3. Drug 1: CS(=O)(=O)OCCCCOS(=O)(=O)C. Drug 2: C1C(C(OC1N2C=NC3=C2NC=NCC3O)CO)O. Synergy scores: CSS=-0.806, Synergy_ZIP=1.57, Synergy_Bliss=2.89, Synergy_Loewe=-2.82, Synergy_HSA=-2.37.